This data is from Peptide-MHC class I binding affinity with 185,985 pairs from IEDB/IMGT. The task is: Regression. Given a peptide amino acid sequence and an MHC pseudo amino acid sequence, predict their binding affinity value. This is MHC class I binding data. (1) The peptide sequence is SQIFNIISYI. The MHC is HLA-A68:02 with pseudo-sequence HLA-A68:02. The binding affinity (normalized) is 0.642. (2) The peptide sequence is FTNDVSFLA. The MHC is HLA-A02:02 with pseudo-sequence HLA-A02:02. The binding affinity (normalized) is 0.860.